This data is from Human intestinal absorption (HIA) binary classification data from Hou et al.. The task is: Regression/Classification. Given a drug SMILES string, predict its absorption, distribution, metabolism, or excretion properties. Task type varies by dataset: regression for continuous measurements (e.g., permeability, clearance, half-life) or binary classification for categorical outcomes (e.g., BBB penetration, CYP inhibition). Dataset: hia_hou. The result is 1 (good absorption). The drug is CC1(C)NC(=O)N(c2ccc([N+](=O)[O-])c(C(F)(F)F)c2)C1=O.